This data is from Catalyst prediction with 721,799 reactions and 888 catalyst types from USPTO. The task is: Predict which catalyst facilitates the given reaction. Reactant: Br[C:2]1[CH:10]=[C:9]2[C:5]([C:6]([S:17][CH3:18])=[N:7][N:8]2[C:11]2[CH:16]=[CH:15][CH:14]=[CH:13][CH:12]=2)=[CH:4][CH:3]=1.[NH:19]1[CH2:22][CH:21]([N:23]2[CH2:28][CH2:27][N:26]([C:29]([O:31][C:32]([CH3:35])([CH3:34])[CH3:33])=[O:30])[CH2:25][CH2:24]2)[CH2:20]1.C([O-])([O-])=O.[Cs+].[Cs+].C1C=CC(P(C2C(C3C(P(C4C=CC=CC=4)C4C=CC=CC=4)=CC=C4C=3C=CC=C4)=C3C(C=CC=C3)=CC=2)C2C=CC=CC=2)=CC=1. Product: [CH3:18][S:17][C:6]1[C:5]2[C:9](=[CH:10][C:2]([N:19]3[CH2:22][CH:21]([N:23]4[CH2:28][CH2:27][N:26]([C:29]([O:31][C:32]([CH3:35])([CH3:34])[CH3:33])=[O:30])[CH2:25][CH2:24]4)[CH2:20]3)=[CH:3][CH:4]=2)[N:8]([C:11]2[CH:16]=[CH:15][CH:14]=[CH:13][CH:12]=2)[N:7]=1. The catalyst class is: 222.